From a dataset of Catalyst prediction with 721,799 reactions and 888 catalyst types from USPTO. Predict which catalyst facilitates the given reaction. (1) Reactant: [CH3:1][O:2][CH2:3][CH2:4][S:5][C:6]1[CH:7]=[C:8]([O:33][C:34]2[C:35]([CH3:40])=[N:36][CH:37]=[CH:38][CH:39]=2)[C:9]([NH:12][C:13]2[S:17][N:16]=[C:15]([CH:18]3[CH2:24][CH:23]4[N:25](C(OC(C)(C)C)=O)[CH:20]([CH2:21][CH2:22]4)[CH2:19]3)[N:14]=2)=[N:10][CH:11]=1.C(O)(C(F)(F)F)=O. Product: [CH:23]12[NH:25][CH:20]([CH2:21][CH2:22]1)[CH2:19][CH:18]([C:15]1[N:14]=[C:13]([NH:12][C:9]3[C:8]([O:33][C:34]4[C:35]([CH3:40])=[N:36][CH:37]=[CH:38][CH:39]=4)=[CH:7][C:6]([S:5][CH2:4][CH2:3][O:2][CH3:1])=[CH:11][N:10]=3)[S:17][N:16]=1)[CH2:24]2. The catalyst class is: 2. (2) Reactant: Br.Br[CH2:3][C:4]([C:6]1[CH:11]=[CH:10][CH:9]=[CH:8][N:7]=1)=O.[CH3:12][C:13]1C(NC(N)=S)=NC=CC=1.[NH:23]([C:27]1[C:32]([O:33][CH2:34][C:35]([O:37][C:38]([CH3:41])(C)C)=[O:36])=[CH:31][CH:30]=[CH:29][N:28]=1)[C:24]([NH2:26])=[S:25]. Product: [N:7]1[CH:8]=[CH:9][CH:10]=[CH:11][C:6]=1[C:4]1[N:26]=[C:24]([NH:23][C:27]2[C:32]([O:33][CH2:34][C:35]([O:37][CH2:38][CH2:41][CH2:12][CH3:13])=[O:36])=[CH:31][CH:30]=[CH:29][N:28]=2)[S:25][CH:3]=1. The catalyst class is: 8. (3) Reactant: Br[C:2]1[CH:7]=[CH:6][C:5]([O:8][CH3:9])=[C:4]([CH2:10][NH:11][C:12]([O:14][C:15]([CH3:18])([CH3:17])[CH3:16])=[O:13])[CH:3]=1.[B:19]1([B:19]2[O:23][C:22]([CH3:25])([CH3:24])[C:21]([CH3:27])([CH3:26])[O:20]2)[O:23][C:22]([CH3:25])([CH3:24])[C:21]([CH3:27])([CH3:26])[O:20]1.C([O-])(=O)C.[K+]. Product: [CH3:9][O:8][C:5]1[CH:6]=[CH:7][C:2]([B:19]2[O:23][C:22]([CH3:25])([CH3:24])[C:21]([CH3:27])([CH3:26])[O:20]2)=[CH:3][C:4]=1[CH2:10][NH:11][C:12](=[O:13])[O:14][C:15]([CH3:18])([CH3:17])[CH3:16]. The catalyst class is: 829. (4) Reactant: [OH:1][C:2]1[C:3]([C:18]([NH:20][CH2:21][C:22]([O:24]CC)=[O:23])=[O:19])=[C:4]2[C:9](=[CH:10][CH:11]=1)[N:8]=[C:7]([C:12]1[CH:17]=[CH:16][CH:15]=[CH:14][CH:13]=1)[CH:6]=[N:5]2.[OH-].[Na+]. Product: [OH:1][C:2]1[C:3]([C:18]([NH:20][CH2:21][C:22]([OH:24])=[O:23])=[O:19])=[C:4]2[C:9](=[CH:10][CH:11]=1)[N:8]=[C:7]([C:12]1[CH:17]=[CH:16][CH:15]=[CH:14][CH:13]=1)[CH:6]=[N:5]2. The catalyst class is: 111.